Dataset: Peptide-MHC class I binding affinity with 185,985 pairs from IEDB/IMGT. Task: Regression. Given a peptide amino acid sequence and an MHC pseudo amino acid sequence, predict their binding affinity value. This is MHC class I binding data. (1) The peptide sequence is HMYRGGNGNT. The MHC is HLA-A02:06 with pseudo-sequence HLA-A02:06. The binding affinity (normalized) is 0.150. (2) The peptide sequence is KQNMRIRSK. The MHC is HLA-A68:02 with pseudo-sequence HLA-A68:02. The binding affinity (normalized) is 0.0847. (3) The peptide sequence is SLILLECFVRS. The MHC is H-2-Kb with pseudo-sequence H-2-Kb. The binding affinity (normalized) is 0.225. (4) The peptide sequence is KPARGGSSI. The MHC is HLA-A02:03 with pseudo-sequence HLA-A02:03. The binding affinity (normalized) is 0.0847. (5) The peptide sequence is KYQLKHIVW. The MHC is HLA-B35:03 with pseudo-sequence HLA-B35:03. The binding affinity (normalized) is 0. (6) The peptide sequence is RILHNGAYSL. The MHC is Mamu-A02 with pseudo-sequence Mamu-A02. The binding affinity (normalized) is 0.0517. (7) The peptide sequence is GSFKEYVFW. The MHC is HLA-B35:01 with pseudo-sequence HLA-B35:01. The binding affinity (normalized) is 0.302. (8) The peptide sequence is YAQMWSLMY. The binding affinity (normalized) is 0.0847. The MHC is SLA-20401 with pseudo-sequence SLA-20401.